This data is from Full USPTO retrosynthesis dataset with 1.9M reactions from patents (1976-2016). The task is: Predict the reactants needed to synthesize the given product. (1) Given the product [CH2:18]([O:11][C:4]1[CH:5]=[CH:6][C:7]([N+:8]([O-:10])=[O:9])=[C:2]([F:1])[CH:3]=1)[C:19]1[CH:24]=[CH:23][CH:22]=[CH:21][CH:20]=1, predict the reactants needed to synthesize it. The reactants are: [F:1][C:2]1[CH:3]=[C:4]([OH:11])[CH:5]=[CH:6][C:7]=1[N+:8]([O-:10])=[O:9].C([O-])([O-])=O.[Na+].[Na+].[CH2:18](Br)[C:19]1[CH:24]=[CH:23][CH:22]=[CH:21][CH:20]=1.O. (2) The reactants are: [Br:1][C:2]1[CH:18]=[CH:17][C:5]([O:6][C:7]2[N:15]=[CH:14][C:13]([I:16])=[CH:12][C:8]=2[C:9]([OH:11])=O)=[CH:4][C:3]=1[F:19].O=P12OP3(OP(OP(O3)(O1)=O)(=O)O2)=O.CS(O)(=O)=O.BrC1C(F)=C2C(=CC=1)OC1=NC=C(I)C=C1C2=O. Given the product [Br:1][C:2]1[CH:18]=[C:17]2[C:5](=[CH:4][C:3]=1[F:19])[O:6][C:7]1=[N:15][CH:14]=[C:13]([I:16])[CH:12]=[C:8]1[C:9]2=[O:11], predict the reactants needed to synthesize it. (3) Given the product [C:1]([O:5][C:6]([N:8]1[CH2:12][C@@H:11]([F:13])[CH2:10][C@@H:9]1[C:14]([NH:18][CH2:19][C:20]1[CH:25]=[C:24]([C:26]2[CH:27]=[N:28][C:29]([C:32]([F:33])([F:34])[F:35])=[CH:30][CH:31]=2)[N:23]=[CH:22][C:21]=1[C:36]([O:38][CH3:39])=[O:37])=[O:16])=[O:7])([CH3:2])([CH3:3])[CH3:4], predict the reactants needed to synthesize it. The reactants are: [C:1]([O:5][C:6]([N:8]1[CH2:12][C@H:11]([F:13])[CH2:10][C@H:9]1[C:14]([OH:16])=O)=[O:7])([CH3:4])([CH3:3])[CH3:2].Cl.[NH2:18][CH2:19][C:20]1[CH:25]=[C:24]([C:26]2[CH:27]=[N:28][C:29]([C:32]([F:35])([F:34])[F:33])=[CH:30][CH:31]=2)[N:23]=[CH:22][C:21]=1[C:36]([O:38][CH3:39])=[O:37].CN(C(ON1N=NC2C=CC=NC1=2)=[N+](C)C)C.F[P-](F)(F)(F)(F)F.CCN(C(C)C)C(C)C. (4) The reactants are: Cl[C:2]1[N:7]=[C:6]([C:8]([O:10][CH3:11])=[O:9])[CH:5]=[C:4](Cl)[N:3]=1.[CH3:13][C:14]1[CH:19]=[CH:18][C:17](B(O)O)=[CH:16][CH:15]=1.[O-]P([O-])([O-])=O.[K+].[K+].[K+].C(=O)(O)[O-].[Na+]. Given the product [CH3:13][C:14]1[CH:19]=[CH:18][C:17]([C:2]2[N:7]=[C:6]([C:8]([O:10][CH3:11])=[O:9])[CH:5]=[C:4]([C:17]3[CH:18]=[CH:19][C:14]([CH3:13])=[CH:15][CH:16]=3)[N:3]=2)=[CH:16][CH:15]=1, predict the reactants needed to synthesize it. (5) Given the product [CH2:1]([O:8][C@@H:9]1[C@H:13]([O:14][CH2:15][C:16]2[CH:21]=[CH:20][CH:19]=[CH:18][CH:17]=2)[C@@H:12]([CH2:22][O:23][CH2:24][C:25]2[CH:26]=[CH:27][CH:28]=[CH:29][CH:30]=2)[O:11][C:10]1=[O:31])[C:2]1[CH:7]=[CH:6][CH:5]=[CH:4][CH:3]=1, predict the reactants needed to synthesize it. The reactants are: [CH2:1]([O:8][C@@H:9]1[C@H:13]([O:14][CH2:15][C:16]2[CH:21]=[CH:20][CH:19]=[CH:18][CH:17]=2)[C@@H:12]([CH2:22][O:23][CH2:24][C:25]2[CH:30]=[CH:29][CH:28]=[CH:27][CH:26]=2)[O:11][CH:10]1[OH:31])[C:2]1[CH:7]=[CH:6][CH:5]=[CH:4][CH:3]=1.[K+].[Br-].OP([O-])([O-])=O.[K+].[K+].CC1(C)N([O])C(C)(C)CCC1. (6) Given the product [Cl:1][C:2]1[N:7]=[C:6]([NH:27][CH2:25][CH3:26])[C:5]([CH2:9][NH:10][C:11]2[CH:12]=[C:13]([CH:20]=[C:21]([O:23][CH3:24])[CH:22]=2)[C:14]([NH:16][O:17][CH2:18][CH3:19])=[O:15])=[CH:4][N:3]=1, predict the reactants needed to synthesize it. The reactants are: [Cl:1][C:2]1[N:7]=[C:6](Cl)[C:5]([CH2:9][NH:10][C:11]2[CH:12]=[C:13]([CH:20]=[C:21]([O:23][CH3:24])[CH:22]=2)[C:14]([NH:16][O:17][CH2:18][CH3:19])=[O:15])=[CH:4][N:3]=1.[CH2:25]([NH2:27])[CH3:26].